This data is from Peptide-MHC class I binding affinity with 185,985 pairs from IEDB/IMGT. The task is: Regression. Given a peptide amino acid sequence and an MHC pseudo amino acid sequence, predict their binding affinity value. This is MHC class I binding data. (1) The peptide sequence is HKELAITAL. The MHC is HLA-A02:03 with pseudo-sequence HLA-A02:03. The binding affinity (normalized) is 0.0847. (2) The peptide sequence is AVLVVMACL. The MHC is HLA-A02:01 with pseudo-sequence HLA-A02:01. The binding affinity (normalized) is 0.230. (3) The binding affinity (normalized) is 0.342. The MHC is HLA-A31:01 with pseudo-sequence HLA-A31:01. The peptide sequence is ISRTRLYDY. (4) The peptide sequence is RVRGAVTGM. The MHC is HLA-B15:01 with pseudo-sequence HLA-B15:01. The binding affinity (normalized) is 0.578. (5) The peptide sequence is LTRNPAWRK. The MHC is HLA-A33:01 with pseudo-sequence HLA-A33:01. The binding affinity (normalized) is 0.320. (6) The peptide sequence is EVMPVSMAK. The MHC is HLA-B40:01 with pseudo-sequence HLA-B40:01. The binding affinity (normalized) is 0.0847. (7) The peptide sequence is IVTRIVELL. The MHC is HLA-A01:01 with pseudo-sequence HLA-A01:01. The binding affinity (normalized) is 0.0915.